Dataset: Forward reaction prediction with 1.9M reactions from USPTO patents (1976-2016). Task: Predict the product of the given reaction. Given the reactants [NH2:1][C@H:2]1[CH2:7][CH2:6][C@H:5]([NH:8][C:9]2[CH:14]=[C:13]([C:15]3[C:16]([Cl:29])=[N:17][CH:18]=[C:19]([NH:21][CH2:22][CH:23]4[CH2:28][CH2:27][O:26][CH2:25][CH2:24]4)[CH:20]=3)[C:12]([Cl:30])=[CH:11][N:10]=2)[CH2:4][CH2:3]1.C(=O)([O-])[O-].[K+].[K+].CS(O[CH2:42][C@H:43]1[CH2:47][CH2:46][CH2:45][O:44]1)(=O)=O, predict the reaction product. The product is: [Cl:29][C:16]1[C:15]([C:13]2[C:12]([Cl:30])=[CH:11][N:10]=[C:9]([NH:8][C@H:5]3[CH2:6][CH2:7][C@H:2]([NH:1][CH2:42][C@H:43]4[CH2:47][CH2:46][CH2:45][O:44]4)[CH2:3][CH2:4]3)[CH:14]=2)=[CH:20][C:19]([NH:21][CH2:22][CH:23]2[CH2:28][CH2:27][O:26][CH2:25][CH2:24]2)=[CH:18][N:17]=1.